The task is: Predict which catalyst facilitates the given reaction.. This data is from Catalyst prediction with 721,799 reactions and 888 catalyst types from USPTO. (1) Reactant: [CH3:1][N:2]=[C:3]=[S:4].[N:5]1([CH2:11][CH2:12][C:13]([NH:15][NH2:16])=O)[CH2:10][CH2:9][O:8][CH2:7][CH2:6]1. Product: [CH3:1][N:2]1[C:13]([CH2:12][CH2:11][N:5]2[CH2:6][CH2:7][O:8][CH2:9][CH2:10]2)=[N:15][N:16]=[C:3]1[SH:4]. The catalyst class is: 14. (2) Reactant: [F:1][C:2]1[CH:7]=[C:6]([NH2:8])[CH:5]=[CH:4][C:3]=1[N:9]([CH2:16][CH2:17][CH2:18][CH2:19][CH2:20][CH3:21])[CH2:10][CH2:11][CH2:12][CH2:13][CH2:14][CH3:15].C[Al](C)C.[NH:26](/[C:30](/[CH3:36])=[CH:31]\[C:32](OC)=[O:33])[C:27]([CH3:29])=O. Product: [CH2:10]([N:9]([CH2:16][CH2:17][CH2:18][CH2:19][CH2:20][CH3:21])[C:3]1[CH:4]=[CH:5][C:6]([N:8]2[C:32](=[O:33])[CH:31]=[C:30]([CH3:36])[N:26]=[C:27]2[CH3:29])=[CH:7][C:2]=1[F:1])[CH2:11][CH2:12][CH2:13][CH2:14][CH3:15]. The catalyst class is: 2. (3) Reactant: [CH:1]1([CH2:7][CH2:8][CH2:9][N:10]2[CH2:14][CH2:13][C@@H:12]([NH:15][C:16]3[N:17]=[CH:18][C:19](/[CH:22]=[CH:23]/[C:24]([NH:26][O:27]C4CCCCO4)=[O:25])=[N:20][CH:21]=3)[CH2:11]2)[CH2:6][CH2:5][CH2:4][CH2:3][CH2:2]1.[ClH:34]. Product: [ClH:34].[ClH:34].[CH:1]1([CH2:7][CH2:8][CH2:9][N:10]2[CH2:14][CH2:13][C@@H:12]([NH:15][C:16]3[N:17]=[CH:18][C:19](/[CH:22]=[CH:23]/[C:24]([NH:26][OH:27])=[O:25])=[N:20][CH:21]=3)[CH2:11]2)[CH2:6][CH2:5][CH2:4][CH2:3][CH2:2]1. The catalyst class is: 14. (4) Reactant: C(OC([N:8]1[CH2:13][CH2:12][N:11]([C:14](=[O:21])[N:15]([CH2:17][CH2:18][O:19][CH3:20])[CH3:16])[CH2:10][CH2:9]1)=O)(C)(C)C.[ClH:22]. Product: [CH3:20][O:19][CH2:18][CH2:17][N:15]([CH3:16])[C:14]([N:11]1[CH2:12][CH2:13][NH:8][CH2:9][CH2:10]1)=[O:21].[ClH:22]. The catalyst class is: 4. (5) Reactant: [C:1]([C:3]1[CH:4]=[C:5]([NH:9][C:10](=[O:13])[O:11][CH3:12])[CH:6]=[CH:7][CH:8]=1)#[N:2].Cl.[H][H]. Product: [NH2:2][CH2:1][C:3]1[CH:4]=[C:5]([NH:9][C:10](=[O:13])[O:11][CH3:12])[CH:6]=[CH:7][CH:8]=1. The catalyst class is: 19. (6) Reactant: [C:1]([C:9]([O:11]C)=[O:10])(=[O:8])[C:2]1[CH:7]=[CH:6][CH:5]=[CH:4][CH:3]=1.[C:13]1([C:19]([CH:21]=[O:22])=[O:20])[CH:18]=[CH:17][CH:16]=[CH:15][CH:14]=1. Product: [C:1]([C:9]([OH:11])=[O:10])(=[O:8])[C:2]1[CH:7]=[CH:6][CH:5]=[CH:4][CH:3]=1.[C:13]1([C:19]([CH:21]=[O:22])=[O:20])[CH:18]=[CH:17][CH:16]=[CH:15][CH:14]=1. The catalyst class is: 5.